From a dataset of Forward reaction prediction with 1.9M reactions from USPTO patents (1976-2016). Predict the product of the given reaction. The product is: [Cl:8][C:4]1[CH:5]=[N:6][CH:7]=[C:2]([O:18][CH:16]([C:12]2[CH:13]=[CH:14][CH:15]=[C:10]([F:9])[CH:11]=2)[CH3:17])[N:3]=1. Given the reactants Cl[C:2]1[CH:7]=[N:6][CH:5]=[C:4]([Cl:8])[N:3]=1.[F:9][C:10]1[CH:11]=[C:12]([CH:16]([OH:18])[CH3:17])[CH:13]=[CH:14][CH:15]=1.[H-].[Na+].O, predict the reaction product.